From a dataset of Full USPTO retrosynthesis dataset with 1.9M reactions from patents (1976-2016). Predict the reactants needed to synthesize the given product. (1) Given the product [Br:22][C:10]1[C:11]([NH2:14])=[N:12][CH:13]=[C:8]([C@@H:6]2[CH2:5][CH2:4][O:3][C@H:2]([CH3:1])[CH2:7]2)[N:9]=1, predict the reactants needed to synthesize it. The reactants are: [CH3:1][C@@H:2]1[CH2:7][C@H:6]([C:8]2[N:9]=[CH:10][C:11]([NH2:14])=[N:12][CH:13]=2)[CH2:5][CH2:4][O:3]1.C1C(=O)N([Br:22])C(=O)C1. (2) Given the product [CH2:1]([CH:8]([CH2:12][Br:14])[CH2:9][C:10]([OH:11])=[O:13])[C:2]1[CH:7]=[CH:6][CH:5]=[CH:4][CH:3]=1, predict the reactants needed to synthesize it. The reactants are: [CH2:1]([CH:8]1[CH2:12][O:11][C:10](=[O:13])[CH2:9]1)[C:2]1[CH:7]=[CH:6][CH:5]=[CH:4][CH:3]=1.[BrH:14].